Dataset: Aqueous solubility values for 9,982 compounds from the AqSolDB database. Task: Regression/Classification. Given a drug SMILES string, predict its absorption, distribution, metabolism, or excretion properties. Task type varies by dataset: regression for continuous measurements (e.g., permeability, clearance, half-life) or binary classification for categorical outcomes (e.g., BBB penetration, CYP inhibition). For this dataset (solubility_aqsoldb), we predict Y. The drug is CN(C)NC(=N)N1Cc2cccc3cccc(c23)C1. The Y is -1.07 log mol/L.